Dataset: KCNQ2 potassium channel screen with 302,405 compounds. Task: Binary Classification. Given a drug SMILES string, predict its activity (active/inactive) in a high-throughput screening assay against a specified biological target. (1) The compound is O=C(NC(=O)NCc1occc1)CN1CCN(CC1)c1ccc(OC)cc1. The result is 0 (inactive). (2) The compound is s1c(NC(=O)c2ccc(C(C)(C)C)cc2)nnc1SCc1oc(nn1)c1cc(c([N+]([O-])=O)cc1)C. The result is 0 (inactive). (3) The drug is S(CC(=O)N1CCc2c1cccc2)c1n(c(c2ccc(F)cc2)cn1)CC. The result is 0 (inactive). (4) The molecule is Clc1c(Cn2nnc3c2c(=O)[nH]nc3C(F)(F)F)cccc1. The result is 0 (inactive). (5) The molecule is ClC(F)(F)c1n2nc(Sc3ncccc3)ccc2nn1. The result is 0 (inactive). (6) The compound is Brc1cc(c2n3cc(sc3nn2)CN2CCCCC2)ccc1. The result is 0 (inactive).